Dataset: NCI-60 drug combinations with 297,098 pairs across 59 cell lines. Task: Regression. Given two drug SMILES strings and cell line genomic features, predict the synergy score measuring deviation from expected non-interaction effect. (1) Drug 1: CN(CC1=CN=C2C(=N1)C(=NC(=N2)N)N)C3=CC=C(C=C3)C(=O)NC(CCC(=O)O)C(=O)O. Drug 2: C1C(C(OC1N2C=C(C(=O)NC2=O)F)CO)O. Cell line: SK-OV-3. Synergy scores: CSS=26.3, Synergy_ZIP=-2.32, Synergy_Bliss=-0.642, Synergy_Loewe=-11.8, Synergy_HSA=-2.66. (2) Drug 1: C1CCC(CC1)NC(=O)N(CCCl)N=O. Drug 2: CC1CCC2CC(C(=CC=CC=CC(CC(C(=O)C(C(C(=CC(C(=O)CC(OC(=O)C3CCCCN3C(=O)C(=O)C1(O2)O)C(C)CC4CCC(C(C4)OC)O)C)C)O)OC)C)C)C)OC. Cell line: OVCAR3. Synergy scores: CSS=11.7, Synergy_ZIP=-9.81, Synergy_Bliss=-8.47, Synergy_Loewe=-8.86, Synergy_HSA=-6.08. (3) Drug 1: C1=NC(=NC(=O)N1C2C(C(C(O2)CO)O)O)N. Drug 2: CS(=O)(=O)CCNCC1=CC=C(O1)C2=CC3=C(C=C2)N=CN=C3NC4=CC(=C(C=C4)OCC5=CC(=CC=C5)F)Cl. Cell line: IGROV1. Synergy scores: CSS=30.5, Synergy_ZIP=-6.44, Synergy_Bliss=2.38, Synergy_Loewe=-0.0312, Synergy_HSA=0.691. (4) Drug 1: CC(C)(C#N)C1=CC(=CC(=C1)CN2C=NC=N2)C(C)(C)C#N. Drug 2: CC1CCC2CC(C(=CC=CC=CC(CC(C(=O)C(C(C(=CC(C(=O)CC(OC(=O)C3CCCCN3C(=O)C(=O)C1(O2)O)C(C)CC4CCC(C(C4)OC)O)C)C)O)OC)C)C)C)OC. Cell line: A498. Synergy scores: CSS=-3.24, Synergy_ZIP=1.55, Synergy_Bliss=0.0928, Synergy_Loewe=-2.93, Synergy_HSA=-2.90. (5) Drug 1: CC1CCC2CC(C(=CC=CC=CC(CC(C(=O)C(C(C(=CC(C(=O)CC(OC(=O)C3CCCCN3C(=O)C(=O)C1(O2)O)C(C)CC4CCC(C(C4)OC)O)C)C)O)OC)C)C)C)OC. Drug 2: C1C(C(OC1N2C=NC(=NC2=O)N)CO)O. Cell line: SW-620. Synergy scores: CSS=25.1, Synergy_ZIP=1.45, Synergy_Bliss=4.26, Synergy_Loewe=6.45, Synergy_HSA=7.17. (6) Drug 1: CN(C)N=NC1=C(NC=N1)C(=O)N. Drug 2: CC1=C(C(CCC1)(C)C)C=CC(=CC=CC(=CC(=O)O)C)C. Cell line: 786-0. Synergy scores: CSS=0.494, Synergy_ZIP=0.480, Synergy_Bliss=1.75, Synergy_Loewe=0.822, Synergy_HSA=0.201.